This data is from Peptide-MHC class I binding affinity with 185,985 pairs from IEDB/IMGT. The task is: Regression. Given a peptide amino acid sequence and an MHC pseudo amino acid sequence, predict their binding affinity value. This is MHC class I binding data. (1) The binding affinity (normalized) is 0.694. The MHC is HLA-A02:01 with pseudo-sequence HLA-A02:01. The peptide sequence is KLQDCTMLV. (2) The peptide sequence is SMLSYGNVL. The MHC is HLA-A02:11 with pseudo-sequence HLA-A02:11. The binding affinity (normalized) is 0.898. (3) The peptide sequence is VTGCASLYV. The MHC is HLA-A23:01 with pseudo-sequence HLA-A23:01. The binding affinity (normalized) is 0.0847. (4) The peptide sequence is YRNFSFSLK. The MHC is HLA-B18:01 with pseudo-sequence HLA-B18:01. The binding affinity (normalized) is 0.0847. (5) The binding affinity (normalized) is 0.0847. The peptide sequence is YLHRDIFDI. The MHC is HLA-A03:01 with pseudo-sequence HLA-A03:01. (6) The peptide sequence is NLVPMVATV. The MHC is HLA-A02:11 with pseudo-sequence HLA-A02:11. The binding affinity (normalized) is 1.00. (7) The peptide sequence is ARPKRWLLI. The MHC is HLA-A02:02 with pseudo-sequence HLA-A02:02. The binding affinity (normalized) is 0. (8) The peptide sequence is AVEDFLAFF. The MHC is HLA-A26:01 with pseudo-sequence HLA-A26:01. The binding affinity (normalized) is 0.331. (9) The MHC is H-2-Kb with pseudo-sequence H-2-Kb. The binding affinity (normalized) is 0.0697. The peptide sequence is FNRDKTEAIL.